From a dataset of Retrosynthesis with 50K atom-mapped reactions and 10 reaction types from USPTO. Predict the reactants needed to synthesize the given product. (1) Given the product CN(Cc1cc2c(=O)c(C(=O)NCc3ccc(Cl)cc3)cn(C)c2o1)CC(O)c1ccc(-c2ccccc2)o1, predict the reactants needed to synthesize it. The reactants are: CNCC(O)c1ccc(-c2ccccc2)o1.Cn1cc(C(=O)NCc2ccc(Cl)cc2)c(=O)c2cc(CCl)oc21. (2) Given the product CC(C)=CC(=O)N1CCCc2ccccc21, predict the reactants needed to synthesize it. The reactants are: CC(C)=CC(=O)Cl.c1ccc2c(c1)CCCN2. (3) Given the product COC(=O)c1ccc(OCCOc2ccc(OCc3ccc(-c4ccccc4)cc3)cc2)c(C(=O)N2CCC(C(=O)OC)CC2)c1, predict the reactants needed to synthesize it. The reactants are: BrCCOc1ccc(OCc2ccc(-c3ccccc3)cc2)cc1.COC(=O)c1ccc(O)c(C(=O)N2CCC(C(=O)OC)CC2)c1. (4) Given the product C=C(C)C(=O)OCC[P+](CCCC)(CCCC)CCCC, predict the reactants needed to synthesize it. The reactants are: C=C(C)C(=O)Cl.CCCC[P+](CCO)(CCCC)CCCC.